From a dataset of TCR-epitope binding with 47,182 pairs between 192 epitopes and 23,139 TCRs. Binary Classification. Given a T-cell receptor sequence (or CDR3 region) and an epitope sequence, predict whether binding occurs between them. The epitope is VLAWLYAAV. Result: 1 (the TCR binds to the epitope). The TCR CDR3 sequence is CASSDRGPSYEQYF.